From a dataset of Reaction yield outcomes from USPTO patents with 853,638 reactions. Predict the reaction yield, written as a fraction of the theoretical maximum amount of product (1.0 means a 100% yield; for example, 0.34 means a 34% yield). (1) The reactants are C[O:2][C:3]([C:5]1[C:14]([NH:15][C:16]2[CH:21]=[CH:20][CH:19]=[CH:18][C:17]=2[Cl:22])=[C:13]([F:23])[C:8]2=[N:9][O:10][C:11]([CH3:12])=[C:7]2[CH:6]=1)=[O:4].C1COCC1.[Li+].[OH-].Cl. The catalyst is O. The product is [Cl:22][C:17]1[CH:18]=[CH:19][CH:20]=[CH:21][C:16]=1[NH:15][C:14]1[C:5]([C:3]([OH:4])=[O:2])=[CH:6][C:7]2[C:8]([C:13]=1[F:23])=[N:9][O:10][C:11]=2[CH3:12]. The yield is 0.910. (2) The reactants are [CH3:1][C:2]1[CH:7]=[C:6]([CH3:8])[CH:5]=[CH:4][C:3]=1[N:9]1[CH2:14][CH2:13][NH:12][CH2:11][CH2:10]1.[CH:15]1[C:24]2[C:19](=[CH:20][CH:21]=[CH:22][CH:23]=2)[CH:18]=[CH:17][C:16]=1[S:25](Cl)(=[O:27])=[O:26].C(N(C(C)C)CC)(C)C. The catalyst is ClCCl. The product is [CH3:1][C:2]1[CH:7]=[C:6]([CH3:8])[CH:5]=[CH:4][C:3]=1[N:9]1[CH2:10][CH2:11][N:12]([S:25]([C:16]2[CH:17]=[CH:18][C:19]3[C:24](=[CH:23][CH:22]=[CH:21][CH:20]=3)[CH:15]=2)(=[O:27])=[O:26])[CH2:13][CH2:14]1. The yield is 0.920. (3) The product is [CH3:1][C:2]1[C:3]([CH3:12])=[CH:4][C:5]2[S:9][C:8](=[N:10][C:18](=[O:19])[C:17]3[CH:21]=[CH:22][CH:23]=[C:15]([C:14]([F:25])([F:24])[F:13])[CH:16]=3)[N:7]([CH:27]([CH2:32][CH3:33])[C:28]([OH:30])=[O:29])[C:6]=2[CH:11]=1. No catalyst specified. The yield is 0.240. The reactants are [CH3:1][C:2]1[C:3]([CH3:12])=[CH:4][C:5]2[S:9][C:8]([NH2:10])=[N:7][C:6]=2[CH:11]=1.[F:13][C:14]([F:25])([F:24])[C:15]1[CH:16]=[C:17]([CH:21]=[CH:22][CH:23]=1)[C:18](Cl)=[O:19].Br[CH:27]([CH2:32][CH3:33])[C:28]([O:30]C)=[O:29].COC1C=CC2N=C(N)SC=2C=1.ClC1C=C(C=CC=1)C(Cl)=O.BrCC(OCC)=O. (4) The reactants are O=O.[F:3][C:4]1[CH:5]=[C:6]([S:10][C:11]2[CH:12]=[C:13]3[C:18](=[CH:19][CH:20]=2)[C:17]([C:21]([NH2:23])=[O:22])=[CH:16][CH2:15][CH2:14]3)[CH:7]=[CH:8][CH:9]=1.[H][H]. The catalyst is CO. The product is [F:3][C:4]1[CH:5]=[C:6]([S:10][C:11]2[CH:12]=[C:13]3[C:18](=[CH:19][CH:20]=2)[C@H:17]([C:21]([NH2:23])=[O:22])[CH2:16][CH2:15][CH2:14]3)[CH:7]=[CH:8][CH:9]=1. The yield is 1.00.